This data is from Forward reaction prediction with 1.9M reactions from USPTO patents (1976-2016). The task is: Predict the product of the given reaction. Given the reactants [N+:1]([O-:4])([O-])=[O:2].[NH4+].[CH2:6]([O:8][C:9]1[N:19]=[CH:18][CH:17]=[CH:16][C:10]=1[C:11]([O:13][CH2:14][CH3:15])=[O:12])[CH3:7], predict the reaction product. The product is: [CH2:6]([O:8][C:9]1[N:19]=[CH:18][C:17]([N+:1]([O-:4])=[O:2])=[CH:16][C:10]=1[C:11]([O:13][CH2:14][CH3:15])=[O:12])[CH3:7].